This data is from Reaction yield outcomes from USPTO patents with 853,638 reactions. The task is: Predict the reaction yield, written as a fraction of the theoretical maximum amount of product (1.0 means a 100% yield; for example, 0.34 means a 34% yield). (1) The reactants are Br[C:2]1[CH:8]=[CH:7][C:5]([NH2:6])=[C:4]([CH2:9][CH3:10])[CH:3]=1.[CH3:11][PH:12](=[O:14])[CH3:13].P([O-])([O-])([O-])=O.[K+].[K+].[K+]. The catalyst is CN(C=O)C.C([O-])(=O)C.[Pd+2].C([O-])(=O)C.CC1(C)C2C(=C(P(C3C=CC=CC=3)C3C=CC=CC=3)C=CC=2)OC2C(P(C3C=CC=CC=3)C3C=CC=CC=3)=CC=CC1=2. The product is [CH3:11][P:12]([C:2]1[CH:8]=[CH:7][C:5]([NH2:6])=[C:4]([CH2:9][CH3:10])[CH:3]=1)([CH3:13])=[O:14]. The yield is 0.780. (2) The product is [CH:1]1([N:4]([C@H:5]2[CH2:9][CH2:8][N:7]([CH2:10][CH2:11][O:12][CH3:13])[CH2:6]2)[C:14]2[CH:15]=[CH:16][C:17]([NH2:20])=[CH:18][CH:19]=2)[CH2:3][CH2:2]1. The catalyst is CCO.O.[Fe]. The reactants are [CH:1]1([N:4]([C:14]2[CH:19]=[CH:18][C:17]([N+:20]([O-])=O)=[CH:16][CH:15]=2)[C@H:5]2[CH2:9][CH2:8][N:7]([CH2:10][CH2:11][O:12][CH3:13])[CH2:6]2)[CH2:3][CH2:2]1.[NH4+].[Cl-]. The yield is 0.855. (3) The reactants are [C:1]([NH:11][CH2:12][CH2:13][CH2:14][CH2:15][C:16]1[CH:21]=[CH:20][C:19]([OH:22])=[CH:18][CH:17]=1)([O:3][CH2:4][C:5]1[CH:10]=[CH:9][CH:8]=[CH:7][CH:6]=1)=[O:2].[H-].[Na+].[CH3:25][O:26][CH2:27][CH2:28]Br. The catalyst is C1COCC1.[I-].C([N+](CCCC)(CCCC)CCCC)CCC. The product is [C:1]([NH:11][CH2:12][CH2:13][CH2:14][CH2:15][C:16]1[CH:21]=[CH:20][C:19]([O:22][CH2:28][CH2:27][O:26][CH3:25])=[CH:18][CH:17]=1)([O:3][CH2:4][C:5]1[CH:6]=[CH:7][CH:8]=[CH:9][CH:10]=1)=[O:2]. The yield is 0.640. (4) The reactants are [C:1]([O:5][C:6](=[O:20])[NH:7][C:8]1[CH:13]=[CH:12][CH:11]=[C:10]([C:14]2[NH:15][N:16]=[CH:17][CH:18]=2)[C:9]=1[F:19])([CH3:4])([CH3:3])[CH3:2].C1C(=O)N([Br:28])C(=O)C1. The catalyst is C(Cl)Cl. The product is [C:1]([O:5][C:6](=[O:20])[NH:7][C:8]1[CH:13]=[CH:12][CH:11]=[C:10]([C:14]2[NH:15][N:16]=[CH:17][C:18]=2[Br:28])[C:9]=1[F:19])([CH3:4])([CH3:2])[CH3:3]. The yield is 0.840.